Dataset: Forward reaction prediction with 1.9M reactions from USPTO patents (1976-2016). Task: Predict the product of the given reaction. (1) Given the reactants [Cl:1][C:2]1[CH:7]=[CH:6][C:5]([CH:8]2[CH:12]([C:13]3[CH:18]=[CH:17][C:16]([Cl:19])=[CH:15][CH:14]=3)[NH:11][C:10]([C:20]3[C:21]([O:27][CH2:28][CH3:29])=[N:22][C:23]([CH3:26])=[N:24][CH:25]=3)=[N:9]2)=[CH:4][CH:3]=1.[C:30](Cl)([Cl:32])=[O:31], predict the reaction product. The product is: [Cl:1][C:2]1[CH:7]=[CH:6][C:5]([CH:8]2[CH:12]([C:13]3[CH:18]=[CH:17][C:16]([Cl:19])=[CH:15][CH:14]=3)[N:11]([C:30]([Cl:32])=[O:31])[C:10]([C:20]3[C:21]([O:27][CH2:28][CH3:29])=[N:22][C:23]([CH3:26])=[N:24][CH:25]=3)=[N:9]2)=[CH:4][CH:3]=1. (2) Given the reactants FC(F)(F)C(O)=O.[CH2:8]([O:10][C:11](=[O:16])[CH:12]([CH3:15])[CH2:13][NH2:14])[CH3:9].I[C:18]1[CH:23]=[CH:22][CH:21]=[CH:20][CH:19]=1.N1CCC[C@H]1C(O)=O.C(=O)([O-])[O-].[Cs+].[Cs+], predict the reaction product. The product is: [CH2:8]([O:10][C:11](=[O:16])[CH:12]([CH3:15])[CH2:13][NH:14][C:18]1[CH:23]=[CH:22][CH:21]=[CH:20][CH:19]=1)[CH3:9]. (3) Given the reactants [CH2:1]([C:3]1[S:29][C:6]2[N:7]([CH2:14][C:15]3[CH:20]=[CH:19][C:18]([C:21]4[C:22]([C:27]#[N:28])=[CH:23][CH:24]=[CH:25][CH:26]=4)=[CH:17][CH:16]=3)[C:8](=[O:13])[CH2:9][NH:10][C:11](=[O:12])[C:5]=2[CH:4]=1)[CH3:2].Br[CH2:31][C:32]1[CH:37]=[CH:36][C:35]([F:38])=[CH:34][CH:33]=1.CN(C)C=O.[H-].[Na+], predict the reaction product. The product is: [CH2:1]([C:3]1[S:29][C:6]2[N:7]([CH2:14][C:15]3[CH:20]=[CH:19][C:18]([C:21]4[C:22]([C:27]#[N:28])=[CH:23][CH:24]=[CH:25][CH:26]=4)=[CH:17][CH:16]=3)[C:8](=[O:13])[CH2:9][N:10]([CH2:31][C:32]3[CH:37]=[CH:36][C:35]([F:38])=[CH:34][CH:33]=3)[C:11](=[O:12])[C:5]=2[CH:4]=1)[CH3:2].